From a dataset of Reaction yield outcomes from USPTO patents with 853,638 reactions. Predict the reaction yield, written as a fraction of the theoretical maximum amount of product (1.0 means a 100% yield; for example, 0.34 means a 34% yield). (1) The reactants are [Cl:1][C:2]1[CH:3]=[C:4]([CH2:21][C:22](O)=[O:23])[CH:5]=[C:6]([Cl:20])[C:7]=1[O:8][CH2:9][C:10]1[CH:15]=[C:14]([CH3:16])[CH:13]=[C:12]([NH:17][CH2:18][CH3:19])[CH:11]=1.Cl.C(N=C=NCCCN(C)C)C.O.ON1C2C=CC=CC=2N=N1.Cl.[CH3:49][O:50][C:51](=[O:60])[C@H:52]([C:54]1[CH:59]=[CH:58][CH:57]=[CH:56][CH:55]=1)[NH2:53].C(N(CC)CC)C. The catalyst is CN(C)C=O.[Cl-].[Na+].O. The product is [Cl:1][C:2]1[CH:3]=[C:4]([CH2:21][C:22]([NH:53][C@@H:52]([C:54]2[CH:59]=[CH:58][CH:57]=[CH:56][CH:55]=2)[C:51]([O:50][CH3:49])=[O:60])=[O:23])[CH:5]=[C:6]([Cl:20])[C:7]=1[O:8][CH2:9][C:10]1[CH:15]=[C:14]([CH3:16])[CH:13]=[C:12]([NH:17][CH2:18][CH3:19])[CH:11]=1. The yield is 0.520. (2) The reactants are [N:1]1[CH:2]=[CH:3][N:4]2[CH:9]=[C:8]([C:10]3[CH:20]=[CH:19][C:13]([C:14]([O:16][CH2:17][CH3:18])=[O:15])=[CH:12][CH:11]=3)[N:7]=[CH:6][C:5]=12.[I:21]N1C(=O)CCC1=O. The catalyst is CN(C=O)C. The product is [I:21][C:3]1[N:4]2[CH:9]=[C:8]([C:10]3[CH:11]=[CH:12][C:13]([C:14]([O:16][CH2:17][CH3:18])=[O:15])=[CH:19][CH:20]=3)[N:7]=[CH:6][C:5]2=[N:1][CH:2]=1. The yield is 0.940. (3) The reactants are [CH2:1]([C:3]1[C:8](=[O:9])[NH:7][C:6]([CH3:10])=[C:5]([C:11]2[O:15][C:14]([C:16]([OH:18])=O)=[CH:13][CH:12]=2)[CH:4]=1)[CH3:2].[F:19][C:20]1[CH:25]=[CH:24][C:23]([N:26]2[CH2:31][CH2:30][NH:29][CH2:28][CH2:27]2)=[CH:22][CH:21]=1. No catalyst specified. The product is [CH2:1]([C:3]1[C:8](=[O:9])[NH:7][C:6]([CH3:10])=[C:5]([C:11]2[O:15][C:14]([C:16]([N:29]3[CH2:28][CH2:27][N:26]([C:23]4[CH:22]=[CH:21][C:20]([F:19])=[CH:25][CH:24]=4)[CH2:31][CH2:30]3)=[O:18])=[CH:13][CH:12]=2)[CH:4]=1)[CH3:2]. The yield is 0.980. (4) The reactants are N[C:2]1[C:10]([O:11][CH3:12])=[CH:9][C:8]([Br:13])=[CH:7][C:3]=1[C:4]([OH:6])=[O:5].Cl.N([O-])=O.[Na+].O[PH2]=O. The catalyst is O.C1COCC1. The product is [Br:13][C:8]1[CH:7]=[C:3]([CH:2]=[C:10]([O:11][CH3:12])[CH:9]=1)[C:4]([OH:6])=[O:5]. The yield is 0.620. (5) The reactants are [NH:1]1[CH2:6][CH2:5][NH:4][CH2:3][CH2:2]1.[C:7](#[N:10])[CH:8]=[CH2:9]. The catalyst is O. The product is [N:1]1([CH2:9][CH2:8][C:7]#[N:10])[CH2:6][CH2:5][N:4]([CH2:9][CH2:8][C:7]#[N:10])[CH2:3][CH2:2]1. The yield is 0.947. (6) The reactants are [CH2:1]([N:8]1[C:14](=[O:15])[C:13]2[CH:16]=[C:17](Br)[CH:18]=[CH:19][C:12]=2[NH:11][C:10](=[O:21])[CH2:9]1)[C:2]1[CH:7]=[CH:6][CH:5]=[CH:4][CH:3]=1.[F:22][C:23]([F:34])([F:33])[C:24]1[CH:29]=[CH:28][C:27](B(O)O)=[CH:26][CH:25]=1.C(=O)([O-])[O-].[K+].[K+].O. The catalyst is CN(C=O)C.C(OCC)(=O)C.C1C=CC(P(C2C=CC=CC=2)[C-]2C=CC=C2)=CC=1.C1C=CC(P(C2C=CC=CC=2)[C-]2C=CC=C2)=CC=1.Cl[Pd]Cl.[Fe+2]. The product is [CH2:1]([N:8]1[C:14](=[O:15])[C:13]2[CH:16]=[C:17]([C:27]3[CH:28]=[CH:29][C:24]([C:23]([F:34])([F:33])[F:22])=[CH:25][CH:26]=3)[CH:18]=[CH:19][C:12]=2[NH:11][C:10](=[O:21])[CH2:9]1)[C:2]1[CH:7]=[CH:6][CH:5]=[CH:4][CH:3]=1. The yield is 0.750. (7) The reactants are [C:1]([C:3]1[CH:4]=[N:5][C:6]2[CH2:7][C:8]3[C:9]([N:28]=[CH:29][N:30]=3)=[CH:10][C:11]=2[C:12]=1[N:13]([C:16]1[CH:21]=[C:20]([O:22][CH3:23])[C:19]([O:24][CH3:25])=[C:18]([O:26][CH3:27])[CH:17]=1)C=O)#[N:2].C(=O)([O-])[O-].[K+].[K+]. The catalyst is CO.O.CC(O)=O. The product is [CH3:27][O:26][C:18]1[CH:17]=[C:16]([CH:21]=[C:20]([O:22][CH3:23])[C:19]=1[O:24][CH3:25])[NH:13][C:12]1[C:11]2[CH:10]=[C:9]3[N:28]=[CH:29][N:30]=[C:8]3[CH2:7][C:6]=2[N:5]=[CH:4][C:3]=1[C:1]#[N:2]. The yield is 0.685.